From a dataset of Peptide-MHC class I binding affinity with 185,985 pairs from IEDB/IMGT. Regression. Given a peptide amino acid sequence and an MHC pseudo amino acid sequence, predict their binding affinity value. This is MHC class I binding data. (1) The peptide sequence is EVAEKDAMY. The binding affinity (normalized) is 0.0847. The MHC is HLA-A02:12 with pseudo-sequence HLA-A02:12. (2) The peptide sequence is RTIILVGYM. The MHC is Mamu-B01 with pseudo-sequence Mamu-B01. The binding affinity (normalized) is 0.0651.